From a dataset of Reaction yield outcomes from USPTO patents with 853,638 reactions. Predict the reaction yield, written as a fraction of the theoretical maximum amount of product (1.0 means a 100% yield; for example, 0.34 means a 34% yield). (1) The reactants are [CH:1]1([S:4]([N:7]2[CH2:12][CH2:11][N:10]([C:13]([C:15]3[NH:16][C:17]4[C:22]([CH:23]=3)=[CH:21][C:20]([C:24]([N:26]3[CH2:31][CH2:30][N:29]([CH:32]([CH3:34])[CH3:33])[CH2:28][CH2:27]3)=[O:25])=[CH:19][CH:18]=4)=[O:14])[CH2:9][CH2:8]2)(=[O:6])=[O:5])[CH2:3][CH2:2]1.[Cl:35][C:36]1[CH:41]=[CH:40][C:39](B(O)O)=[CH:38][N:37]=1. No catalyst specified. The product is [Cl:35][C:36]1[N:37]=[CH:38][C:39]([N:16]2[C:17]3[C:22](=[CH:21][C:20]([C:24]([N:26]4[CH2:27][CH2:28][N:29]([CH:32]([CH3:34])[CH3:33])[CH2:30][CH2:31]4)=[O:25])=[CH:19][CH:18]=3)[CH:23]=[C:15]2[C:13]([N:10]2[CH2:9][CH2:8][N:7]([S:4]([CH:1]3[CH2:2][CH2:3]3)(=[O:5])=[O:6])[CH2:12][CH2:11]2)=[O:14])=[CH:40][CH:41]=1. The yield is 0.440. (2) The reactants are Cl.[NH2:2][CH2:3][C:4]([CH3:7])([SH:6])[CH3:5].C(N(CC)CC)C.[C:15]1(=[O:22])[O:21][C:19](=[O:20])[CH2:18][O:17][CH2:16]1. The catalyst is C(Cl)Cl. The product is [CH3:5][C:4]([SH:6])([CH3:7])[CH2:3][NH:2][C:19]([CH2:18][O:17][CH2:16][C:15]([OH:22])=[O:21])=[O:20]. The yield is 0.840. (3) The reactants are [Cl:1][C:2]1[C:10]([N:11]([CH3:20])[S:12]([C:15]2[S:16][CH:17]=[CH:18][CH:19]=2)(=[O:14])=[O:13])=[C:9]2[C:5]([CH:6]=[C:7]([C:21]([NH2:23])=O)[NH:8]2)=[CH:4][CH:3]=1.COC1C=CC(P2(SP(C3C=CC(OC)=CC=3)(=S)S2)=[S:33])=CC=1. The catalyst is O1CCCC1. The product is [Cl:1][C:2]1[C:10]([N:11]([CH3:20])[S:12]([C:15]2[S:16][CH:17]=[CH:18][CH:19]=2)(=[O:14])=[O:13])=[C:9]2[C:5]([CH:6]=[C:7]([C:21](=[S:33])[NH2:23])[NH:8]2)=[CH:4][CH:3]=1. The yield is 0.840. (4) The reactants are CS(C)=O.C(Cl)(=O)C(Cl)=O.[Cl:11][C:12]1[CH:13]=[C:14]([CH3:30])[C:15]2[N:16]([C:18]([CH2:27][CH2:28][OH:29])=[C:19]([C:21]3[CH:26]=[CH:25][CH:24]=[CH:23][CH:22]=3)[N:20]=2)[CH:17]=1.C(Cl)(=O)C(Cl)=O.CS(C)=O.C(N(CC)C(C)C)(C)C. The catalyst is C(Cl)Cl.O. The product is [Cl:11][C:12]1[CH:13]=[C:14]([CH3:30])[C:15]2[N:16]([C:18]([CH2:27][CH:28]=[O:29])=[C:19]([C:21]3[CH:26]=[CH:25][CH:24]=[CH:23][CH:22]=3)[N:20]=2)[CH:17]=1. The yield is 0.280. (5) The reactants are [CH3:1][C:2]1[O:8][CH:7]=[C:6]([OH:9])[C:4](=[O:5])[CH:3]=1.CN(C)C.[F:14][C:15]1[CH:23]=[CH:22][C:18]([C:19](Cl)=[O:20])=[CH:17][CH:16]=1. The catalyst is C1COCC1. The product is [F:14][C:15]1[CH:23]=[CH:22][C:18]([C:19]([O:9][C:6]2[C:4](=[O:5])[CH:3]=[C:2]([CH3:1])[O:8][CH:7]=2)=[O:20])=[CH:17][CH:16]=1. The yield is 0.880.